From a dataset of Forward reaction prediction with 1.9M reactions from USPTO patents (1976-2016). Predict the product of the given reaction. (1) Given the reactants [F:1][C:2]1[CH:3]=[C:4]([CH:28]=[CH:29][C:30]=1[C:31]1[CH:36]=[CH:35][N:34]=[C:33]([CH3:37])[CH:32]=1)[CH2:5][NH:6][C:7]([C:9]1[CH:10]=[CH:11][C:12]([N:15]2[CH2:20][CH2:19][N:18](C(OC(C)(C)C)=O)[CH2:17][CH2:16]2)=[N:13][CH:14]=1)=[O:8].FC(F)(F)C(O)=O, predict the reaction product. The product is: [F:1][C:2]1[CH:3]=[C:4]([CH:28]=[CH:29][C:30]=1[C:31]1[CH:36]=[CH:35][N:34]=[C:33]([CH3:37])[CH:32]=1)[CH2:5][NH:6][C:7](=[O:8])[C:9]1[CH:10]=[CH:11][C:12]([N:15]2[CH2:20][CH2:19][NH:18][CH2:17][CH2:16]2)=[N:13][CH:14]=1. (2) The product is: [CH3:19][N:20]([CH3:21])[C:16]([C:14]1[O:15][C:11]([C:5]2[CH:4]=[C:3]([CH2:1][CH3:2])[C:8](=[O:9])[NH:7][C:6]=2[CH3:10])=[CH:12][CH:13]=1)=[O:18]. Given the reactants [CH2:1]([C:3]1[C:8](=[O:9])[NH:7][C:6]([CH3:10])=[C:5]([C:11]2[O:15][C:14]([C:16]([OH:18])=O)=[CH:13][CH:12]=2)[CH:4]=1)[CH3:2].[CH3:19][NH:20][CH3:21], predict the reaction product. (3) Given the reactants Br[C:2]1[CH:3]=[C:4]([OH:21])[C:5]([C:12]([NH:14][CH2:15][C:16]([O:18]CC)=[O:17])=[O:13])=[C:6]2[C:11]=1[N:10]=[CH:9][CH:8]=[N:7]2.[Br:22][C:23]1[CH:24]=[C:25](B(O)O)[CH:26]=[C:27]([F:29])[CH:28]=1.C(=O)([O-])[O-].[K+].[K+].[OH-].[Na+], predict the reaction product. The product is: [Br:22][C:23]1[CH:24]=[C:25]([C:2]2[CH:3]=[C:4]([OH:21])[C:5]([C:12]([NH:14][CH2:15][C:16]([OH:18])=[O:17])=[O:13])=[C:6]3[C:11]=2[N:10]=[CH:9][CH:8]=[N:7]3)[CH:26]=[C:27]([F:29])[CH:28]=1. (4) Given the reactants [F:1][C:2]1[CH:7]=[CH:6][C:5]([C:8]2[S:16][C:15]3[C:14](=[O:17])[N:13]([CH:18]4[CH2:23][CH2:22][N:21]([C:24]([O:26][C:27]([CH3:30])([CH3:29])[CH3:28])=[O:25])[CH2:20][CH2:19]4)[C:12](=[O:31])[NH:11][C:10]=3[CH:9]=2)=[C:4]([O:32][CH3:33])[CH:3]=1.Br[CH2:35][C:36]1[CH:41]=[CH:40][C:39]([O:42][CH3:43])=[C:38]([F:44])[C:37]=1[F:45].C(=O)([O-])[O-].[K+].[K+], predict the reaction product. The product is: [F:45][C:37]1[C:38]([F:44])=[C:39]([O:42][CH3:43])[CH:40]=[CH:41][C:36]=1[CH2:35][N:11]1[C:10]2[CH:9]=[C:8]([C:5]3[CH:6]=[CH:7][C:2]([F:1])=[CH:3][C:4]=3[O:32][CH3:33])[S:16][C:15]=2[C:14](=[O:17])[N:13]([CH:18]2[CH2:23][CH2:22][N:21]([C:24]([O:26][C:27]([CH3:28])([CH3:29])[CH3:30])=[O:25])[CH2:20][CH2:19]2)[C:12]1=[O:31].